Dataset: Retrosynthesis with 50K atom-mapped reactions and 10 reaction types from USPTO. Task: Predict the reactants needed to synthesize the given product. (1) Given the product CC(=O)c1ccc(OCCCCN)cc1, predict the reactants needed to synthesize it. The reactants are: CC(=O)c1ccc(OCCCCN2C(=O)c3ccccc3C2=O)cc1. (2) Given the product COC(=O)C1C(=O)N(C(=O)Nc2ccccc2)c2ccc(Cl)cc21, predict the reactants needed to synthesize it. The reactants are: COC(=O)C1C(=O)Nc2ccc(Cl)cc21.O=C=Nc1ccccc1. (3) Given the product N[C@H]1CC=CC[C@@H](CC(=O)NCc2ccc(Cl)cc2)C(=O)NC[C@@H](c2ccccc2)OC1=O, predict the reactants needed to synthesize it. The reactants are: O=C(C[C@@H]1CC=CC[C@H](NC(=O)OCC2c3ccccc3-c3ccccc32)C(=O)O[C@H](c2ccccc2)CNC1=O)NCc1ccc(Cl)cc1. (4) The reactants are: CC(C)(C)C(=O)Cl.Nc1cnc(Br)cn1. Given the product CC(C)(C)C(=O)Nc1cnc(Br)cn1, predict the reactants needed to synthesize it. (5) Given the product Nc1cnc(-c2ccc(C3CCC3)c(OCc3cc(F)ccc3Cl)c2F)cn1, predict the reactants needed to synthesize it. The reactants are: Fc1ccc(Cl)c(CBr)c1.Nc1cnc(-c2ccc(C3CCC3)c(O)c2F)cn1. (6) Given the product COCCCOc1ccccc1[N+](=O)[O-], predict the reactants needed to synthesize it. The reactants are: COCCCCl.O=[N+]([O-])c1ccccc1O. (7) Given the product Cc1nc(C(=O)N2CCC[C@@H](C)[C@H]2CNc2ccc(C(F)(F)F)cn2)c(-c2ccc(F)cc2)s1, predict the reactants needed to synthesize it. The reactants are: Cc1nc(C(=O)N2CCC[C@@H](C)[C@H]2CN)c(-c2ccc(F)cc2)s1.FC(F)(F)c1ccc(Cl)nc1. (8) The reactants are: Cc1cccc(O)c1.O=C(Cl)C(=O)c1c[nH]c2ccccc12. Given the product Cc1cccc(OC(=O)C(=O)c2c[nH]c3ccccc23)c1, predict the reactants needed to synthesize it. (9) Given the product Cc1cc2c(c3c1NC(=O)CC3)OC(CNN)C2, predict the reactants needed to synthesize it. The reactants are: Cc1cc2c(c3c1NC(=O)CC3)OC(CNNC(=O)OCc1ccccc1)C2.